This data is from HIV replication inhibition screening data with 41,000+ compounds from the AIDS Antiviral Screen. The task is: Binary Classification. Given a drug SMILES string, predict its activity (active/inactive) in a high-throughput screening assay against a specified biological target. (1) The molecule is CC1(C)CC(O)C(C)(C)C(O)C1. The result is 0 (inactive). (2) The compound is CCCc1cc(=O)oc2c3c(c4c(c12)OC(C)(C)C(OC(=O)c1ccc(Br)cc1)C4OC(=O)c1ccc(Br)cc1)OC(C)C(C)C3OC(=O)c1ccc(Br)cc1. The result is 0 (inactive).